Dataset: TCR-epitope binding with 47,182 pairs between 192 epitopes and 23,139 TCRs. Task: Binary Classification. Given a T-cell receptor sequence (or CDR3 region) and an epitope sequence, predict whether binding occurs between them. (1) The epitope is RLQSLQTYV. The TCR CDR3 sequence is CASSWGPYSNQPQHF. Result: 0 (the TCR does not bind to the epitope). (2) The epitope is TPRVTGGGAM. The TCR CDR3 sequence is CASSLVGEGLRDEQFF. Result: 1 (the TCR binds to the epitope).